From a dataset of NCI-60 drug combinations with 297,098 pairs across 59 cell lines. Regression. Given two drug SMILES strings and cell line genomic features, predict the synergy score measuring deviation from expected non-interaction effect. (1) Drug 1: C#CCC(CC1=CN=C2C(=N1)C(=NC(=N2)N)N)C3=CC=C(C=C3)C(=O)NC(CCC(=O)O)C(=O)O. Drug 2: C1C(C(OC1N2C=NC(=NC2=O)N)CO)O. Cell line: LOX IMVI. Synergy scores: CSS=-9.39, Synergy_ZIP=3.60, Synergy_Bliss=1.50, Synergy_Loewe=-12.0, Synergy_HSA=-10.7. (2) Drug 1: CCCCCOC(=O)NC1=NC(=O)N(C=C1F)C2C(C(C(O2)C)O)O. Drug 2: B(C(CC(C)C)NC(=O)C(CC1=CC=CC=C1)NC(=O)C2=NC=CN=C2)(O)O. Cell line: RPMI-8226. Synergy scores: CSS=18.9, Synergy_ZIP=6.62, Synergy_Bliss=5.11, Synergy_Loewe=-46.8, Synergy_HSA=-6.89. (3) Cell line: SK-MEL-28. Synergy scores: CSS=19.2, Synergy_ZIP=-3.09, Synergy_Bliss=1.17, Synergy_Loewe=-57.2, Synergy_HSA=2.42. Drug 1: CC1C(C(=O)NC(C(=O)N2CCCC2C(=O)N(CC(=O)N(C(C(=O)O1)C(C)C)C)C)C(C)C)NC(=O)C3=C4C(=C(C=C3)C)OC5=C(C(=O)C(=C(C5=N4)C(=O)NC6C(OC(=O)C(N(C(=O)CN(C(=O)C7CCCN7C(=O)C(NC6=O)C(C)C)C)C)C(C)C)C)N)C. Drug 2: CC(C)NC(=O)C1=CC=C(C=C1)CNNC.Cl. (4) Synergy scores: CSS=12.9, Synergy_ZIP=-4.74, Synergy_Bliss=-1.63, Synergy_Loewe=-10.9, Synergy_HSA=-0.429. Cell line: HS 578T. Drug 2: CC1=C(C(=O)C2=C(C1=O)N3CC4C(C3(C2COC(=O)N)OC)N4)N. Drug 1: C(=O)(N)NO. (5) Synergy scores: CSS=31.6, Synergy_ZIP=2.21, Synergy_Bliss=2.29, Synergy_Loewe=-4.81, Synergy_HSA=5.38. Drug 2: C(=O)(N)NO. Cell line: RXF 393. Drug 1: C1=CC(=C2C(=C1NCCNCCO)C(=O)C3=C(C=CC(=C3C2=O)O)O)NCCNCCO. (6) Drug 1: C1=C(C(=O)NC(=O)N1)F. Drug 2: C1CC(CNC1)C2=CC=C(C=C2)N3C=C4C=CC=C(C4=N3)C(=O)N. Cell line: UACC62. Synergy scores: CSS=18.3, Synergy_ZIP=-9.40, Synergy_Bliss=-4.68, Synergy_Loewe=-1.00, Synergy_HSA=0.604.